From a dataset of Catalyst prediction with 721,799 reactions and 888 catalyst types from USPTO. Predict which catalyst facilitates the given reaction. (1) Reactant: Cl.[Br:2][C:3]1[CH:4]=[C:5]([CH:9]=[C:10]([C:12]2[CH2:16][C@@H:15]([C:17]3[CH:22]=[CH:21][CH:20]=[CH:19][N:18]=3)[O:14][N:13]=2)[CH:11]=1)[C:6]([OH:8])=O.Cl.[F:24][C:25]1[CH:26]=[CH:27][C:28]([C@H:31]([NH2:33])[CH3:32])=[N:29][CH:30]=1.C(Cl)CCl.C1C=NC2N(O)N=NC=2C=1.C(N(CC)CC)C.C(=O)(O)[O-].[Na+]. Product: [Br:2][C:3]1[CH:4]=[C:5]([CH:9]=[C:10]([C:12]2[CH2:16][C@@H:15]([C:17]3[CH:22]=[CH:21][CH:20]=[CH:19][N:18]=3)[O:14][N:13]=2)[CH:11]=1)[C:6]([NH:33][C@@H:31]([C:28]1[CH:27]=[CH:26][C:25]([F:24])=[CH:30][N:29]=1)[CH3:32])=[O:8]. The catalyst class is: 9. (2) Reactant: [CH3:1][N:2]([C@@H]1CCCNC1)[C:3](=[O:9])[O:4]C(C)(C)C.Br[C:32]1[C:33](F)=[C:28]2C(NC(=O)[C:28]3[CH:33]=[CH:32][CH:31]=[N:30][CH:29]=3)=CN[C:29]2=[N:30][CH:31]=1. Product: [NH:30]1[CH2:31][CH2:32][CH2:33][CH:28]([O:9][C:3](=[O:4])[NH:2][CH3:1])[CH2:29]1. The catalyst class is: 114. (3) Reactant: [CH3:1][C:2]([NH:11][C:12](=[O:18])[O:13][C:14]([CH3:17])([CH3:16])[CH3:15])([CH3:10])[CH2:3][CH:4]1[CH2:9][CH2:8][NH:7][CH2:6][CH2:5]1.C(N(CC)CC)C.[CH2:26]([O:33][C:34](ON1C(=O)CCC1=O)=[O:35])[C:27]1[CH:32]=[CH:31][CH:30]=[CH:29][CH:28]=1. Product: [C:14]([O:13][C:12]([NH:11][C:2]([CH3:1])([CH3:10])[CH2:3][CH:4]1[CH2:5][CH2:6][N:7]([C:34]([O:33][CH2:26][C:27]2[CH:32]=[CH:31][CH:30]=[CH:29][CH:28]=2)=[O:35])[CH2:8][CH2:9]1)=[O:18])([CH3:17])([CH3:16])[CH3:15]. The catalyst class is: 4. (4) Reactant: [C:1]([C:5]1[N:10]=[C:9]([NH:11][C:12]2[CH:17]=[C:16](Cl)[N:15]=[N:14][C:13]=2[C:19]([NH2:21])=[O:20])[CH:8]=[CH:7][CH:6]=1)([CH3:4])([CH3:3])[CH3:2].[NH2:22][C@@H:23]1[CH2:28][CH2:27][O:26][CH2:25][C@@H:24]1[NH:29][C:30](=[O:36])[O:31][C:32]([CH3:35])([CH3:34])[CH3:33]. Product: [C:1]([C:5]1[N:10]=[C:9]([NH:11][C:12]2[CH:17]=[C:16]([NH:22][C@@H:23]3[CH2:28][CH2:27][O:26][CH2:25][C@@H:24]3[NH:29][C:30](=[O:36])[O:31][C:32]([CH3:34])([CH3:33])[CH3:35])[N:15]=[N:14][C:13]=2[C:19](=[O:20])[NH2:21])[CH:8]=[CH:7][CH:6]=1)([CH3:4])([CH3:3])[CH3:2]. The catalyst class is: 37. (5) Reactant: [CH3:1][C:2]([CH3:28])([CH3:27])[CH2:3][NH:4][C:5]([C:7]1[CH:12]=[CH:11][C:10]([C:13]2[C:18]([CH3:19])=[CH:17][CH:16]=[C:15]([C:20](O)=[O:21])[CH:14]=2)=[C:9]([C:23]([O:25][CH3:26])=[O:24])[CH:8]=1)=[O:6].C(Cl)CCl.C1C=C[C:36]2N(O)N=[N:39][C:37]=2[CH:38]=1.CCN(CC)CC.C1(N)CC1. Product: [CH:37]1([NH:39][C:20]([C:15]2[CH:16]=[CH:17][C:18]([CH3:19])=[C:13]([C:10]3[C:9]([C:23]([O:25][CH3:26])=[O:24])=[CH:8][C:7]([C:5]([NH:4][CH2:3][C:2]([CH3:27])([CH3:1])[CH3:28])=[O:6])=[CH:12][CH:11]=3)[CH:14]=2)=[O:21])[CH2:38][CH2:36]1. The catalyst class is: 2. (6) Reactant: [CH2:1]1[C:9]2[C:4](=[CH:5][CH:6]=[CH:7][CH:8]=2)[CH2:3][N:2]1[C:10]([NH:12][C:13]1[N:18]=[N:17][C:16]([C:19]([O:21]C)=[O:20])=[CH:15][CH:14]=1)=[O:11].[Li+].[OH-]. Product: [CH2:1]1[C:9]2[C:4](=[CH:5][CH:6]=[CH:7][CH:8]=2)[CH2:3][N:2]1[C:10]([NH:12][C:13]1[N:18]=[N:17][C:16]([C:19]([OH:21])=[O:20])=[CH:15][CH:14]=1)=[O:11]. The catalyst class is: 364. (7) Reactant: [Cl:1][C:2]1[CH:3]=[C:4]([C:8]2[CH:9]=[C:10]([CH2:16][C:17]3[CH:25]=[CH:24][C:20](C(O)=O)=[CH:19][CH:18]=3)[CH:11]=[N:12][C:13]=2[O:14][CH3:15])[CH:5]=[CH:6][CH:7]=1.CC[N:28]([CH:32](C)C)C(C)C.C1C=CC(P(N=[N+]=[N-])(C2C=CC=CC=2)=[O:42])=CC=1.Cl.[O:53]1[CH2:56][CH:55]([NH2:57])[CH2:54]1. Product: [Cl:1][C:2]1[CH:3]=[C:4]([C:8]2[CH:9]=[C:10]([CH2:16][C:17]3[CH:25]=[CH:24][C:20]([NH:28][C:32]([NH:57][CH:55]4[CH2:56][O:53][CH2:54]4)=[O:42])=[CH:19][CH:18]=3)[CH:11]=[N:12][C:13]=2[O:14][CH3:15])[CH:5]=[CH:6][CH:7]=1. The catalyst class is: 308. (8) Reactant: [Cl:1][C:2]1[CH:3]=[C:4]([C:9]#[C:10][CH2:11][OH:12])[CH:5]=[CH:6][C:7]=1[Cl:8].CC(OI1(OC(C)=O)(OC(C)=O)OC(=O)C2C=CC=CC1=2)=O.C([O-])(O)=O.[Na+]. Product: [Cl:1][C:2]1[CH:3]=[C:4]([C:9]#[C:10][CH:11]=[O:12])[CH:5]=[CH:6][C:7]=1[Cl:8]. The catalyst class is: 2.